Predict the reaction yield, written as a fraction of the theoretical maximum amount of product (1.0 means a 100% yield; for example, 0.34 means a 34% yield). From a dataset of Reaction yield outcomes from USPTO patents with 853,638 reactions. (1) The reactants are CC1C=CC(S(O[CH2:12][CH:13]2[CH2:17][C:16]3[CH:18]=[CH:19][CH:20]=[C:21]([C:22]4[CH:27]=[CH:26][CH:25]=[C:24]([CH3:28])[C:23]=4[CH3:29])[C:15]=3[O:14]2)(=O)=O)=CC=1.[N-:30]=[N+]=[N-].[Na+].N(CC1CC2C=C(Cl)C=C(C3C=CSC=3)C=2O1)=[N+]=[N-].N(CC1CC2C=CCC(C3C=CC=C(Cl)C=3Cl)(N)C=2O1)=[N+]=[N-].C1(P(C2C=CC=CC=2)C2C=CC=CC=2)C=CC=CC=1.Cl. The catalyst is O1CCCC1.C(O)(C)C. The product is [CH3:29][C:23]1[C:24]([CH3:28])=[CH:25][CH:26]=[CH:27][C:22]=1[C:21]1[C:15]2[O:14][CH:13]([CH2:12][NH2:30])[CH2:17][C:16]=2[CH:18]=[CH:19][CH:20]=1. The yield is 0.540. (2) The reactants are [Cl:1][C:2]1[C:7]([O:8][CH3:9])=[CH:6][CH:5]=[C:4]([Cl:10])[C:3]=1[CH2:11]O.P(Br)(Br)[Br:14]. The catalyst is C(Cl)Cl. The product is [Br:14][CH2:11][C:3]1[C:2]([Cl:1])=[C:7]([O:8][CH3:9])[CH:6]=[CH:5][C:4]=1[Cl:10]. The yield is 0.570. (3) The reactants are CS[C:3](=[C:17]([C:20]#[N:21])[C:18]#[N:19])[N:4]1[CH2:9][CH2:8][CH:7]([CH2:10][N:11]2[CH2:16][CH2:15][CH2:14][CH2:13][CH2:12]2)[CH2:6][CH2:5]1.[NH2:22][CH2:23][CH2:24][N:25]1[CH2:29][CH2:28][CH2:27][C@H:26]1[CH3:30]. The catalyst is C(O)C.[Cl-].[Na+].O. The product is [CH3:30][C@@H:26]1[CH2:27][CH2:28][CH2:29][N:25]1[CH2:24][CH2:23][NH:22][C:3](=[C:17]([C:20]#[N:21])[C:18]#[N:19])[N:4]1[CH2:9][CH2:8][CH:7]([CH2:10][N:11]2[CH2:16][CH2:15][CH2:14][CH2:13][CH2:12]2)[CH2:6][CH2:5]1. The yield is 0.670. (4) The reactants are [C:1]1([CH3:23])[CH:6]=[CH:5][CH:4]=[C:3]([S:7]([N:10]2[CH2:19][CH2:18][CH2:17][C:16]3[N:15]=[CH:14][C:13](C(O)=O)=[CH:12][C:11]2=3)(=[O:9])=[O:8])[CH:2]=1.C([N:26]([CH2:29]C)CC)C.C1(P(N=[N+]=[N-])(C2C=CC=CC=2)=[O:38])C=CC=CC=1.[C:48]([OH:52])([CH3:51])([CH3:50])[CH3:49]. The catalyst is C1(C)C=CC=CC=1. The product is [C:1]1([CH3:23])[CH:6]=[CH:5][CH:4]=[C:3]([S:7]([N:10]2[CH2:19][CH2:18][CH2:17][C:16]3[N:15]=[CH:14][C:13]([NH:26][C:29](=[O:38])[O:52][C:48]([CH3:51])([CH3:50])[CH3:49])=[CH:12][C:11]2=3)(=[O:9])=[O:8])[CH:2]=1. The yield is 0.540. (5) The yield is 0.430. The product is [C:12]([O:8][C:7](=[O:9])[C:6]1[CH:10]=[CH:11][C:3]([C:1]#[N:2])=[CH:4][CH:5]=1)([CH3:18])([CH3:17])[CH3:13]. The reactants are [C:1]([C:3]1[CH:11]=[CH:10][C:6]([C:7]([OH:9])=[O:8])=[CH:5][CH:4]=1)#[N:2].[C:12]1([CH3:18])[CH:17]=CC=C[CH:13]=1.C(OC(N(C)C)OC(C)(C)C)(C)(C)C. The catalyst is C(OCC)C. (6) The reactants are [B:10]1([B:10]2[O:14][C:13]([CH3:16])([CH3:15])[C:12]([CH3:18])([CH3:17])[O:11]2)[O:14][C:13]([CH3:16])([CH3:15])[C:12]([CH3:18])([CH3:17])[O:11]1.CC([O-])=O.[K+].[OH:24][C:25]1([C:53]2[CH:58]=[CH:57][C:56](I)=[CH:55][CH:54]=2)[CH2:30][CH2:29][CH:28]([N:31]2[CH2:35][CH2:34][C@@H:33]([NH:36][C:37](=[O:52])[CH2:38][NH:39][C:40](=[O:51])[C:41]3[CH:46]=[CH:45][CH:44]=[C:43]([C:47]([F:50])([F:49])[F:48])[CH:42]=3)[CH2:32]2)[CH2:27][CH2:26]1. The catalyst is CS(C)=O.C1C=CC(P(C2C=CC=CC=2)[C-]2C=CC=C2)=CC=1.C1C=CC(P(C2C=CC=CC=2)[C-]2C=CC=C2)=CC=1.Cl[Pd]Cl.[Fe+2]. The product is [OH:24][C:25]1([C:53]2[CH:58]=[CH:57][C:56]([B:10]3[O:11][C:12]([CH3:17])([CH3:18])[C:13]([CH3:15])([CH3:16])[O:14]3)=[CH:55][CH:54]=2)[CH2:30][CH2:29][CH:28]([N:31]2[CH2:35][CH2:34][C@@H:33]([NH:36][C:37](=[O:52])[CH2:38][NH:39][C:40](=[O:51])[C:41]3[CH:46]=[CH:45][CH:44]=[C:43]([C:47]([F:49])([F:50])[F:48])[CH:42]=3)[CH2:32]2)[CH2:27][CH2:26]1. The yield is 0.150. (7) The catalyst is O1CCCC1. The product is [Cl:1][C:2]1[N:6]2[CH:7]=[C:8]([Cl:15])[CH:9]=[C:10]([C:11]([F:12])([F:13])[F:14])[C:5]2=[N:4][C:3]=1[C:16]([N:24]1[CH2:25][CH2:26][CH:27]([N:30]2[CH2:34][CH2:33][CH2:32][C:31]2=[O:35])[CH2:28][CH2:29]1)=[O:18]. The yield is 0.150. The reactants are [Cl:1][C:2]1[N:6]2[CH:7]=[C:8]([Cl:15])[CH:9]=[C:10]([C:11]([F:14])([F:13])[F:12])[C:5]2=[N:4][C:3]=1[C:16]([O:18]CC)=O.[OH-].[Na+].Cl.[NH:24]1[CH2:29][CH2:28][CH:27]([N:30]2[CH2:34][CH2:33][CH2:32][C:31]2=[O:35])[CH2:26][CH2:25]1.C(N(C(C)C)C(C)C)C.F[P-](F)(F)(F)(F)F.CN(C(ON1C2=NC=CC=C2N=N1)=[N+](C)C)C. (8) The reactants are [CH3:1][C@H:2]([CH2:8][CH2:9][CH2:10][CH2:11][CH3:12])[CH2:3][CH2:4][C:5]([OH:7])=O.C(N(CC)CC)C.CC(C)(C)C(Cl)=O.[Li+].[Cl-].[CH3:29][C@@H:30]1[CH:34]([C:35]2[CH:40]=[CH:39][CH:38]=[CH:37][CH:36]=2)[O:33][C:32](=[O:41])[NH:31]1. The catalyst is C1COCC1. The product is [CH3:29][C@@H:30]1[C@H:34]([C:35]2[CH:40]=[CH:39][CH:38]=[CH:37][CH:36]=2)[O:33][C:32](=[O:41])[N:31]1[C:5](=[O:7])[CH2:4][CH2:3][C@H:2]([CH3:1])[CH2:8][CH2:9][CH2:10][CH2:11][CH3:12]. The yield is 0.880. (9) The reactants are [NH:1]1[CH2:5][CH2:4][CH2:3][CH2:2]1.[CH2:6]1[O:16][C:9]2([CH2:14][CH2:13][C:12](=O)[CH2:11][CH2:10]2)[O:8][CH2:7]1.[C-:17]#[N:18].[K+].Cl. The catalyst is O.CO. The product is [N:1]1([C:12]2([C:17]#[N:18])[CH2:13][CH2:14][C:9]3([O:16][CH2:6][CH2:7][O:8]3)[CH2:10][CH2:11]2)[CH2:5][CH2:4][CH2:3][CH2:2]1. The yield is 0.680.